From a dataset of Catalyst prediction with 721,799 reactions and 888 catalyst types from USPTO. Predict which catalyst facilitates the given reaction. Reactant: [F:1][C:2]([F:33])([F:32])[CH2:3][NH:4][C:5]1[C:6]2[O:31][CH:30]=[CH:29][C:7]=2[N:8]=[C:9]([NH:11][C:12]2[CH:20]=[C:19]3[C:15]([CH:16]=[N:17][N:18]3COCC[Si](C)(C)C)=[CH:14][CH:13]=2)[N:10]=1.C(O)(C(F)(F)F)=O. Product: [NH:18]1[C:19]2[C:15](=[CH:14][CH:13]=[C:12]([NH:11][C:9]3[N:10]=[C:5]([NH:4][CH2:3][C:2]([F:32])([F:33])[F:1])[C:6]4[O:31][CH:30]=[CH:29][C:7]=4[N:8]=3)[CH:20]=2)[CH:16]=[N:17]1. The catalyst class is: 2.